The task is: Predict the reaction yield, written as a fraction of the theoretical maximum amount of product (1.0 means a 100% yield; for example, 0.34 means a 34% yield).. This data is from Reaction yield outcomes from USPTO patents with 853,638 reactions. (1) The reactants are [I-].[C:2]([NH:10][C:11]1[CH:16]=[CH:15][N+:14]([CH2:17][CH3:18])=[CH:13][C:12]=1[F:19])(=[O:9])[C:3]1[CH:8]=[CH:7][CH:6]=[CH:5][CH:4]=1.[BH4-].[Na+].[Cl-].[NH4+].C(=O)(O)[O-].[Na+]. The catalyst is CO. The product is [CH2:17]([N:14]1[CH2:15][CH2:16][C:11]([NH:10][C:2](=[O:9])[C:3]2[CH:8]=[CH:7][CH:6]=[CH:5][CH:4]=2)=[C:12]([F:19])[CH2:13]1)[CH3:18]. The yield is 0.780. (2) The reactants are FC(F)(F)C#[N:4].[Cl:7][C:8]1[CH:33]=CC2O[C:13]3[CH:31]=[CH:30]C=C[C:14]=3[C@@H:15]3[C@H:20]([NH:21][C:22](=O)[C:23]([F:26])([F:25])[F:24])[CH2:19][CH2:18][CH2:17][N:16]3[C:10]=2[CH:9]=1.[CH2:34]1[CH2:38][O:37][CH2:36][CH2:35]1. No catalyst specified. The product is [Cl:7][C:8]1[CH:33]=[CH:35][C:36]2[O:37][C:38]3[CH:34]=[CH:30][CH:31]=[CH:13][C:14]=3[C@@H:15]3[C@H:20]([NH:21][C:22](=[NH:4])[C:23]([F:26])([F:25])[F:24])[CH2:19][CH2:18][CH2:17][N:16]3[C:10]=2[CH:9]=1. The yield is 0.550.